This data is from Forward reaction prediction with 1.9M reactions from USPTO patents (1976-2016). The task is: Predict the product of the given reaction. (1) Given the reactants [F:1][C:2]1[CH:30]=[CH:29][C:5]2[N:6]=[C:7]([NH:9][C@H:10]3[CH2:14][CH2:13][CH2:12][C@@H:11]3[NH:15]C(=O)C3C=CC=CC=3N3C=CC=N3)[S:8][C:4]=2[CH:3]=1.[F:31][C:32]1[CH:33]=[CH:34][C:35]([C:41]2[N:46]=[CH:45][CH:44]=[CH:43][N:42]=2)=[C:36]([CH:40]=1)[C:37]([OH:39])=O.Cl.FC1C=CC2N=C(N[C@H]3CCC[C@@H]3N)SC=2C=1, predict the reaction product. The product is: [F:31][C:32]1[CH:33]=[CH:34][C:35]([C:41]2[N:46]=[CH:45][CH:44]=[CH:43][N:42]=2)=[C:36]([CH:40]=1)[C:37]([NH:15][C@H:11]1[CH2:12][CH2:13][CH2:14][C@@H:10]1[NH:9][C:7]1[S:8][C:4]2[CH:3]=[C:2]([F:1])[CH:30]=[CH:29][C:5]=2[N:6]=1)=[O:39]. (2) Given the reactants [CH3:1][C:2]1[CH:6]=[C:5]([CH3:7])[NH:4][C:3]=1/[CH:8]=[C:9]1\[C:10](=[O:21])[N:11]([C:18](Cl)=[O:19])[C:12]2[C:17]\1=[CH:16][CH:15]=[CH:14][CH:13]=2.[N:22]1([CH2:28][CH:29]([OH:32])[CH2:30][OH:31])[CH2:27][CH2:26][O:25][CH2:24][CH2:23]1.N1C=CC=CC=1, predict the reaction product. The product is: [OH:32][CH:29]([CH2:28][N:22]1[CH2:27][CH2:26][O:25][CH2:24][CH2:23]1)[CH2:30][O:31][C:18]([N:11]1[C:12]2[C:17](=[CH:16][CH:15]=[CH:14][CH:13]=2)/[C:9](=[CH:8]/[C:3]2[NH:4][C:5]([CH3:7])=[CH:6][C:2]=2[CH3:1])/[C:10]1=[O:21])=[O:19]. (3) The product is: [C:1]([C:5]1[CH:19]=[CH:18][C:8]([O:9][C:10]2[CH:11]=[C:12]([CH:15]=[CH:16][CH:17]=2)[CH2:13][NH:30][C@@H:20]2[C:29]3[C:24](=[CH:25][CH:26]=[CH:27][CH:28]=3)[CH2:23][CH2:22][CH2:21]2)=[CH:7][CH:6]=1)([CH3:4])([CH3:3])[CH3:2]. Given the reactants [C:1]([C:5]1[CH:19]=[CH:18][C:8]([O:9][C:10]2[CH:11]=[C:12]([CH:15]=[CH:16][CH:17]=2)[CH:13]=O)=[CH:7][CH:6]=1)([CH3:4])([CH3:3])[CH3:2].[C@@H:20]1([NH2:30])[C:29]2[C:24](=[CH:25][CH:26]=[CH:27][CH:28]=2)[CH2:23][CH2:22][CH2:21]1, predict the reaction product.